From a dataset of Reaction yield outcomes from USPTO patents with 853,638 reactions. Predict the reaction yield, written as a fraction of the theoretical maximum amount of product (1.0 means a 100% yield; for example, 0.34 means a 34% yield). (1) The reactants are [NH:1]1[CH:5]=[CH:4][C:3]([NH2:6])=[N:2]1.C(N(CC)CC)C.[C:14](O[C:14]([O:16][C:17]([CH3:20])([CH3:19])[CH3:18])=[O:15])([O:16][C:17]([CH3:20])([CH3:19])[CH3:18])=[O:15]. The catalyst is O1CCOCC1. The product is [C:17]([O:16][C:14]([N:2]1[C:3]([NH2:6])=[CH:4][CH:5]=[N:1]1)=[O:15])([CH3:20])([CH3:19])[CH3:18]. The yield is 0.500. (2) The reactants are [CH2:1]([C:3]([CH2:9][CH3:10])=[C:4]1[CH:8]=[CH:7][CH:6]=[CH:5]1)[CH3:2].[CH3:11][Li].O. The catalyst is CCOCC. The product is [CH2:1]([C:3]([C:4]1[CH2:8][CH:7]=[CH:6][CH:5]=1)([CH3:11])[CH2:9][CH3:10])[CH3:2]. The yield is 0.610. (3) The reactants are S(Cl)(Cl)(=O)=O.[CH3:6][S:7][CH2:8][C:9]([O:11]CC)=O.[C:14]([C:16]1[CH:22]=[CH:21][C:19]([NH2:20])=[CH:18][CH:17]=1)#[N:15].CN(C)C1C2C(=CC=CC=2N(C)C)C=CC=1.C(N(CC)CC)C. The catalyst is ClCCl.C(O)(=O)C. The product is [C:14]([C:16]1[CH:17]=[CH:18][C:19]2[C:21](=[C:8]([S:7][CH3:6])[C:9](=[O:11])[N:20]=2)[CH:22]=1)#[N:15]. The yield is 0.320. (4) The reactants are [NH2:1][C:2]1[CH:9]=[CH:8][C:5]([C:6]#[N:7])=[CH:4][CH:3]=1.[Br:10][C:11]1[CH:18]=[CH:17][CH:16]=[CH:15][C:12]=1[CH:13]=O.[CH2:19]=[C:20]([CH3:22])[CH3:21].FC(F)(F)S([O-])(=O)=O.[Yb+3].FC(F)(F)S([O-])(=O)=O.FC(F)(F)S([O-])(=O)=O. The catalyst is C(#N)C.C(OCC)(=O)C. The product is [Br:10][C:11]1[CH:18]=[CH:17][CH:16]=[CH:15][C:12]=1[CH:13]1[CH2:19][C:20]([CH3:22])([CH3:21])[C:9]2[C:2](=[CH:3][CH:4]=[C:5]([C:6]#[N:7])[CH:8]=2)[NH:1]1. The yield is 0.400. (5) The reactants are O[CH2:2][C:3]1[CH:8]=[C:7]([CH3:9])[N:6]=[C:5]([CH3:10])[CH:4]=1.[C:11]1(=[O:21])[NH:15][C:14](=[O:16])[C:13]2=[CH:17][CH:18]=[CH:19][CH:20]=[C:12]12.C1(P(C2C=CC=CC=2)C2C=CC=CC=2)C=CC=CC=1.CCOC(/N=N/C(OCC)=O)=O.Cl. The catalyst is C1COCC1.CCOC(C)=O. The product is [CH3:9][C:7]1[CH:8]=[C:3]([CH2:2][N:15]2[C:11](=[O:21])[C:12]3[C:13](=[CH:17][CH:18]=[CH:19][CH:20]=3)[C:14]2=[O:16])[CH:4]=[C:5]([CH3:10])[N:6]=1. The yield is 0.880. (6) The reactants are [CH3:1][O:2][CH:3]([O:31][CH3:32])[C:4]1[CH:9]=[CH:8][C:7]([CH:10]2[CH:19]([C:20]3[CH:25]=[CH:24][CH:23]=[CH:22][CH:21]=3)[C:18](=O)[C:17]3[C:16]([C:27]([O:29]C)=O)=[CH:15][CH:14]=[CH:13][C:12]=3[NH:11]2)=[CH:6][CH:5]=1.O.[NH2:34][NH2:35]. No catalyst specified. The product is [CH3:1][O:2][CH:3]([O:31][CH3:32])[C:4]1[CH:9]=[CH:8][C:7]([CH:10]2[NH:11][C:12]3[C:17]4[C:18](=[N:34][NH:35][C:27](=[O:29])[C:16]=4[CH:15]=[CH:14][CH:13]=3)[CH:19]2[C:20]2[CH:25]=[CH:24][CH:23]=[CH:22][CH:21]=2)=[CH:6][CH:5]=1. The yield is 0.780.